Dataset: Reaction yield outcomes from USPTO patents with 853,638 reactions. Task: Predict the reaction yield, written as a fraction of the theoretical maximum amount of product (1.0 means a 100% yield; for example, 0.34 means a 34% yield). (1) The reactants are [CH3:1][N:2]1[CH2:7][CH2:6][NH:5][CH2:4][CH2:3]1.[Br:8][C:9]1[CH:10]=[C:11]([S:16](Cl)(=[O:18])=[O:17])[CH:12]=[N:13][C:14]=1[Cl:15]. No catalyst specified. The product is [Br:8][C:9]1[CH:10]=[C:11]([S:16]([N:5]2[CH2:6][CH2:7][N:2]([CH3:1])[CH2:3][CH2:4]2)(=[O:18])=[O:17])[CH:12]=[N:13][C:14]=1[Cl:15]. The yield is 0.910. (2) The reactants are [OH:1][C@H:2]([CH2:17][N:18]1[CH2:23][CH2:22][O:21][CH2:20][CH2:19]1)[CH2:3][N:4]1[CH2:9][CH2:8][C:7]2[NH:10][C:11]([CH:14]=O)=[C:12]([CH3:13])[C:6]=2[C:5]1=[O:16].[F:24][C:25]1[C:30]([F:31])=[CH:29][CH:28]=[CH:27][C:26]=1[C:32]1[CH:40]=[CH:39][CH:38]=[C:37]2[C:33]=1[CH2:34][C:35](=[O:41])[NH:36]2.N1CCCCC1. The catalyst is C(O)C. The product is [F:24][C:25]1[C:30]([F:31])=[CH:29][CH:28]=[CH:27][C:26]=1[C:32]1[CH:40]=[CH:39][CH:38]=[C:37]2[C:33]=1/[C:34](=[CH:14]/[C:11]1[NH:10][C:7]3[CH2:8][CH2:9][N:4]([CH2:3][C@H:2]([OH:1])[CH2:17][N:18]4[CH2:19][CH2:20][O:21][CH2:22][CH2:23]4)[C:5](=[O:16])[C:6]=3[C:12]=1[CH3:13])/[C:35](=[O:41])[NH:36]2. The yield is 0.730. (3) The reactants are [OH:1][CH2:2][CH2:3][CH2:4][C:5]1[C:6]([CH:19]([CH3:21])[CH3:20])=[N:7][N:8]([C:10]2[N:15]=[CH:14][C:13]([C:16](=[O:18])[CH3:17])=[CH:12][CH:11]=2)[CH:9]=1.O[C:23]1[C:28]([O:29][CH3:30])=[CH:27][CH:26]=[CH:25][C:24]=1[CH2:31][C:32]([O:34]C)=[O:33].C(P(CCCC)CCCC)CCC.N(C(N1CCCCC1)=O)=NC(N1CCCCC1)=O. The catalyst is O1CCCC1. The product is [C:16]([C:13]1[CH:12]=[CH:11][C:10]([N:8]2[CH:9]=[C:5]([CH2:4][CH2:3][CH2:2][O:1][C:23]3[C:28]([O:29][CH3:30])=[CH:27][CH:26]=[CH:25][C:24]=3[CH2:31][C:32]([OH:34])=[O:33])[C:6]([CH:19]([CH3:21])[CH3:20])=[N:7]2)=[N:15][CH:14]=1)(=[O:18])[CH3:17]. The yield is 0.600. (4) The reactants are C[O:2][C:3](=[O:31])[CH2:4][C:5]1[C:14]([CH3:15])=[C:13]([CH:16]2[CH2:21][CH2:20][N:19]([S:22]([N:25]3[CH2:29][CH2:28][CH2:27][CH2:26]3)(=[O:24])=[O:23])[CH2:18][CH2:17]2)[C:12]2[C:7](=[CH:8][CH:9]=[C:10]([F:30])[CH:11]=2)[CH:6]=1.O.[OH-].[Li+]. The catalyst is C1COCC1.O. The product is [F:30][C:10]1[CH:11]=[C:12]2[C:7](=[CH:8][CH:9]=1)[CH:6]=[C:5]([CH2:4][C:3]([OH:31])=[O:2])[C:14]([CH3:15])=[C:13]2[CH:16]1[CH2:21][CH2:20][N:19]([S:22]([N:25]2[CH2:29][CH2:28][CH2:27][CH2:26]2)(=[O:23])=[O:24])[CH2:18][CH2:17]1. The yield is 0.660. (5) The yield is 0.950. The product is [Cl:49][C:50]1[CH:51]=[C:52]2[C:56](=[CH:57][CH:58]=1)[NH:55][C:54]([CH:59]([NH:61][C:5](=[O:7])[C:4]1[CH:8]=[CH:9][C:10]([C:11]([N:13]3[CH2:17][CH2:16][CH2:15][CH2:14]3)=[O:12])=[C:2]([CH3:1])[CH:3]=1)[CH3:60])=[CH:53]2. The reactants are [CH3:1][C:2]1[CH:3]=[C:4]([CH:8]=[CH:9][C:10]=1[C:11]([N:13]1[CH2:17][CH2:16][CH2:15][CH2:14]1)=[O:12])[C:5]([OH:7])=O.CN(C(ON1N=NC2C=CC=CC1=2)=[N+](C)C)C.[B-](F)(F)(F)F.C(N(C(C)C)CC)(C)C.[Cl:49][C:50]1[CH:51]=[C:52]2[C:56](=[CH:57][CH:58]=1)[NH:55][C:54]([CH:59]([NH2:61])[CH3:60])=[CH:53]2.ClCCl.C(O)C.N.ClCl. The catalyst is O1CCCC1. (6) The reactants are [NH2:1][C:2]1[CH:7]=[CH:6][CH:5]=[CH:4][N:3]=1.C(N(CC)CC)C.[F:15][C:16]([F:21])([F:20])[C:17](O)=[O:18].O. The catalyst is ClCCl. The product is [F:15][C:16]([F:21])([F:20])[C:17]([N:1]=[C:2]1[CH:7]=[CH:6][CH:5]=[CH:4][NH:3]1)=[O:18]. The yield is 0.710. (7) The reactants are CS(C)=O.C(Cl)(=O)C(Cl)=O.[CH2:11]([N:15]1[C:24]2[CH2:23][CH2:22][CH2:21][CH2:20][C:19]=2[CH:18]=[C:17]([CH2:25][OH:26])[C:16]1=[O:27])[CH2:12][CH2:13][CH3:14].C(N(CC)CC)C.Cl. The catalyst is C(Cl)Cl. The product is [CH2:11]([N:15]1[C:24]2[CH2:23][CH2:22][CH2:21][CH2:20][C:19]=2[CH:18]=[C:17]([CH:25]=[O:26])[C:16]1=[O:27])[CH2:12][CH2:13][CH3:14]. The yield is 0.560. (8) The reactants are [F:1][C:2]([F:26])([F:25])[C:3]1[CH:4]=[C:5]([C:9]2[N:10]=[C:11]([CH2:14][C:15]3[CH:24]=[CH:23][C:18]([C:19]([O:21][CH3:22])=[O:20])=[CH:17][CH:16]=3)[S:12][CH:13]=2)[CH:6]=[CH:7][CH:8]=1.[CH3:27][Si](C)(C)[N-][Si](C)(C)C.[Li+].IC.Cl. The catalyst is O1CCCC1. The product is [F:26][C:2]([F:1])([F:25])[C:3]1[CH:4]=[C:5]([C:9]2[N:10]=[C:11]([CH:14]([C:15]3[CH:24]=[CH:23][C:18]([C:19]([O:21][CH3:22])=[O:20])=[CH:17][CH:16]=3)[CH3:27])[S:12][CH:13]=2)[CH:6]=[CH:7][CH:8]=1. The yield is 0.570. (9) The reactants are [CH2:1]([C@H:6]1[CH2:8][C@@H:7]1[CH2:9]/[CH:10]=[CH:11]\[CH2:12][OH:13])[CH2:2][CH2:3][CH2:4][CH3:5].[CH2:14]([C@@H]1C[C@H]1C/C=C\CO)CCCC. No catalyst specified. The product is [CH2:1]([C@@H:6]1[CH2:8][C@@H:7]1[CH2:9][C@H:10]1[CH2:14][C@H:11]1[CH2:12][OH:13])[CH2:2][CH2:3][CH2:4][CH3:5]. The yield is 0.280.